This data is from Forward reaction prediction with 1.9M reactions from USPTO patents (1976-2016). The task is: Predict the product of the given reaction. Given the reactants [CH:1]1([C@H:7]([NH:12][C:13]([C:15]2[O:16][C:17]([C:20]3[CH:25]=[CH:24][C:23]([OH:26])=[CH:22][N:21]=3)=[CH:18][CH:19]=2)=[O:14])[C:8](=[O:11])[NH:9][CH3:10])[CH2:6][CH2:5][CH2:4][CH2:3][CH2:2]1.[N:27]1[CH:32]=[CH:31][CH:30]=[CH:29][C:28]=1CO.[CH:35]1C=CC(P(C2C=CC=CC=2)C2C=CC=CC=2)=CC=1.CC(OC(/N=N/C(OC(C)C)=O)=O)C, predict the reaction product. The product is: [CH:1]1([C@H:7]([NH:12][C:13]([C:15]2[O:16][C:17]([C:20]3[CH:25]=[CH:24][C:23]([O:26][CH2:35][C:31]4[CH:32]=[N:27][CH:28]=[CH:29][CH:30]=4)=[CH:22][N:21]=3)=[CH:18][CH:19]=2)=[O:14])[C:8](=[O:11])[NH:9][CH3:10])[CH2:6][CH2:5][CH2:4][CH2:3][CH2:2]1.